Dataset: Reaction yield outcomes from USPTO patents with 853,638 reactions. Task: Predict the reaction yield, written as a fraction of the theoretical maximum amount of product (1.0 means a 100% yield; for example, 0.34 means a 34% yield). (1) The reactants are [Br:1][C:2]1[CH:3]=[C:4]([S:8](Cl)(=[O:10])=[O:9])[CH:5]=[CH:6][CH:7]=1.[NH:12]1[CH2:17][CH2:16][O:15][CH2:14][CH2:13]1. No catalyst specified. The product is [Br:1][C:2]1[CH:3]=[C:4]([S:8]([N:12]2[CH2:17][CH2:16][O:15][CH2:14][CH2:13]2)(=[O:10])=[O:9])[CH:5]=[CH:6][CH:7]=1. The yield is 0.980. (2) The reactants are [F:1][C:2]1[CH:7]=[CH:6][C:5]([C:8]2[N:9]=[C:10]3[C:15]([N+:16]([O-:18])=[O:17])=[CH:14][CH:13]=[CH:12][N:11]3[CH:19]=2)=[CH:4][CH:3]=1.[C:20](OC(=O)C)(=[O:22])[CH3:21].S(=O)(=O)(O)O. No catalyst specified. The product is [F:1][C:2]1[CH:3]=[CH:4][C:5]([C:8]2[N:9]=[C:10]3[C:15]([N+:16]([O-:18])=[O:17])=[CH:14][CH:13]=[CH:12][N:11]3[C:19]=2[C:20](=[O:22])[CH3:21])=[CH:6][CH:7]=1. The yield is 0.550. (3) The reactants are [Cl:1][C:2]1[CH:3]=[C:4]([C:11]2[CH:12]=[C:13]3[C:18](=[CH:19][C:20]=2[F:21])[N:17]=[CH:16][C:15]([C:22]([CH:24]2[CH2:26][CH2:25]2)=[O:23])=[C:14]3[NH:27][C@H:28]2[CH2:33][CH2:32][C@H:31]([NH:34]C(=O)OC(C)(C)C)[CH2:30][CH2:29]2)[CH:5]=[C:6]([O:9][CH3:10])[C:7]=1[OH:8].C(O)(C(F)(F)F)=O. No catalyst specified. The product is [NH2:34][C@H:31]1[CH2:32][CH2:33][C@H:28]([NH:27][C:14]2[C:13]3[C:18](=[CH:19][C:20]([F:21])=[C:11]([C:4]4[CH:5]=[C:6]([O:9][CH3:10])[C:7]([OH:8])=[C:2]([Cl:1])[CH:3]=4)[CH:12]=3)[N:17]=[CH:16][C:15]=2[C:22]([CH:24]2[CH2:25][CH2:26]2)=[O:23])[CH2:29][CH2:30]1. The yield is 0.480. (4) The reactants are C[O:2][C:3]([C@@H:5]1[CH2:10][CH2:9][C@@H:8]([CH3:11])[CH2:7][C@@H:6]1[OH:12])=[O:4].[OH-].[Na+]. The catalyst is CO. The product is [OH:12][C@H:6]1[CH2:7][C@H:8]([CH3:11])[CH2:9][CH2:10][C@H:5]1[C:3]([OH:4])=[O:2]. The yield is 0.820. (5) The reactants are Br[C:2]1[C:7]([Cl:8])=[CH:6][N:5]=[C:4]([C:9]2[S:13][C:12]([S:14]([NH:17][NH:18][C:19]([O:21][C:22]([CH3:25])([CH3:24])[CH3:23])=[O:20])(=[O:16])=[O:15])=[CH:11][CH:10]=2)[N:3]=1.[CH:26]1([C:29]2[NH:33][N:32]=[C:31]([NH2:34])[CH:30]=2)[CH2:28][CH2:27]1. The catalyst is C(O)CCC. The product is [Cl:8][C:7]1[C:2]([NH:34][C:31]2[CH:30]=[C:29]([CH:26]3[CH2:28][CH2:27]3)[NH:33][N:32]=2)=[N:3][C:4]([C:9]2[S:13][C:12]([S:14]([NH:17][NH:18][C:19]([O:21][C:22]([CH3:25])([CH3:24])[CH3:23])=[O:20])(=[O:16])=[O:15])=[CH:11][CH:10]=2)=[N:5][CH:6]=1. The yield is 0.120. (6) The reactants are [OH-].[Na+].[CH:3]1([C:9]2[CH:29]=[CH:28][C:12]([O:13][C:14]3[C:15]4[CH:25]=[C:24]([OH:26])[C:23]([CH3:27])=[CH:22][C:16]=4[S:17][C:18]=3[C:19]([OH:21])=[O:20])=[CH:11][CH:10]=2)[CH2:8][CH2:7][CH2:6][CH2:5][CH2:4]1.Cl[CH:31]([F:33])[F:32].Cl. The catalyst is O1CCOCC1. The product is [CH:3]1([C:9]2[CH:29]=[CH:28][C:12]([O:13][C:14]3[C:15]4[CH:25]=[C:24]([O:26][CH:31]([F:33])[F:32])[C:23]([CH3:27])=[CH:22][C:16]=4[S:17][C:18]=3[C:19]([OH:21])=[O:20])=[CH:11][CH:10]=2)[CH2:4][CH2:5][CH2:6][CH2:7][CH2:8]1. The yield is 0.570. (7) No catalyst specified. The yield is 0.560. The product is [C:49]([C:44]1[C:45](=[O:48])[N:46]([CH2:60][CH2:61][CH2:62][C:63]2[CH:68]=[CH:67][CH:66]=[CH:65][C:64]=2[Cl:69])[N:47]=[C:42]([C:38]2[CH2:37][C:36]([F:35])([O:53][CH3:54])[CH:41]=[CH:40][CH:39]=2)[CH:43]=1)([OH:51])=[O:50]. The reactants are FC1C=CC(CN2C(=O)C(CCCN3CCN(C)CC3)=CC(C3C=CC(OC)=C(F)C=3)=N2)=CC=1.[F:35][C:36]1([O:53][CH3:54])[CH:41]=[CH:40][CH:39]=[C:38]([C:42]2[CH:43]=[C:44]([C:49]([O:51]C)=[O:50])[C:45](=[O:48])[NH:46][N:47]=2)[CH2:37]1.CS(O[CH2:60][CH2:61][CH2:62][C:63]1[CH:68]=[CH:67][CH:66]=[CH:65][C:64]=1[Cl:69])(=O)=O.FC1C=C(F)C=CC=1C1C=C(COS(C)(=O)=O)C(=O)N(CC(C)C)N=1. (8) The reactants are [NH2:1][C:2]1[N:7]=[CH:6][C:5]([C:8]2[CH:32]=[CH:31][C:11]3[N:12]([C:27]([CH3:30])([CH3:29])[CH3:28])[C:13]([C:15]4[CH:16]=[C:17]([OH:26])[CH:18]=[CH:19][C:20]=4[N:21]4[CH:25]=[N:24][CH:23]=[N:22]4)=[N:14][C:10]=3[CH:9]=2)=[CH:4][N:3]=1.C(=O)([O-])[O-].[K+].[K+].[CH:39]([N:42]=[C:43]=[O:44])([CH3:41])[CH3:40].O. The catalyst is C1COCC1. The product is [NH2:1][C:2]1[N:3]=[CH:4][C:5]([C:8]2[CH:32]=[CH:31][C:11]3[N:12]([C:27]([CH3:29])([CH3:28])[CH3:30])[C:13]([C:15]4[CH:16]=[C:17]([O:26][C:43](=[O:44])[NH:42][CH:39]([CH3:41])[CH3:40])[CH:18]=[CH:19][C:20]=4[N:21]4[CH:25]=[N:24][CH:23]=[N:22]4)=[N:14][C:10]=3[CH:9]=2)=[CH:6][N:7]=1. The yield is 0.130. (9) The reactants are [Cl:1][C:2]1[CH:7]=[CH:6][C:5]([NH:8][C:9](=[O:14])[CH2:10][CH2:11][C:12]#[CH:13])=[CH:4][CH:3]=1.[O:15](C(OC(C)(C)C)=O)[C:16]([O:18][C:19]([CH3:22])([CH3:21])[CH3:20])=O. No catalyst specified. The product is [Cl:1][C:2]1[CH:3]=[CH:4][C:5]([N:8]([C:9](=[O:14])[CH2:10][CH2:11][C:12]#[CH:13])[C:16](=[O:15])[O:18][C:19]([CH3:22])([CH3:21])[CH3:20])=[CH:6][CH:7]=1. The yield is 0.940.